Dataset: CYP2D6 inhibition data for predicting drug metabolism from PubChem BioAssay. Task: Regression/Classification. Given a drug SMILES string, predict its absorption, distribution, metabolism, or excretion properties. Task type varies by dataset: regression for continuous measurements (e.g., permeability, clearance, half-life) or binary classification for categorical outcomes (e.g., BBB penetration, CYP inhibition). Dataset: cyp2d6_veith. The compound is O=C(O)C[C@@H](C(=O)O)c1ccccc1[N+](=O)[O-]. The result is 0 (non-inhibitor).